Task: Predict which catalyst facilitates the given reaction.. Dataset: Catalyst prediction with 721,799 reactions and 888 catalyst types from USPTO Reactant: [C:1]([O:5][C:6]([N:8]1[CH2:12][C@H:11]([CH:13]=O)[C@@H:10]([CH2:15][C:16]2[CH:21]=[CH:20][CH:19]=[CH:18][CH:17]=2)[CH2:9]1)=[O:7])([CH3:4])([CH3:3])[CH3:2].[NH2:22][C:23]1[CH:24]=[C:25]([CH:28]=[CH:29][CH:30]=1)[C:26]#[N:27].C(O[BH-](OC(=O)C)OC(=O)C)(=O)C.[Na+].CC(O)=O. Product: [C:1]([O:5][C:6]([N:8]1[CH2:12][C@H:11]([CH2:13][NH:22][C:23]2[CH:30]=[CH:29][CH:28]=[C:25]([C:26]#[N:27])[CH:24]=2)[C@@H:10]([CH2:15][C:16]2[CH:21]=[CH:20][CH:19]=[CH:18][CH:17]=2)[CH2:9]1)=[O:7])([CH3:4])([CH3:3])[CH3:2]. The catalyst class is: 26.